This data is from Peptide-MHC class II binding affinity with 134,281 pairs from IEDB. The task is: Regression. Given a peptide amino acid sequence and an MHC pseudo amino acid sequence, predict their binding affinity value. This is MHC class II binding data. (1) The MHC is DRB1_1101 with pseudo-sequence DRB1_1101. The peptide sequence is KGNVWEVKSSKPLVG. The binding affinity (normalized) is 0.285. (2) The peptide sequence is KIGVTLVPVVDGRSN. The MHC is DRB1_0101 with pseudo-sequence DRB1_0101. The binding affinity (normalized) is 0.515. (3) The peptide sequence is SAIRAAPEAARSLAS. The MHC is DRB3_0202 with pseudo-sequence DRB3_0202. The binding affinity (normalized) is 0.234.